The task is: Regression. Given two drug SMILES strings and cell line genomic features, predict the synergy score measuring deviation from expected non-interaction effect.. This data is from NCI-60 drug combinations with 297,098 pairs across 59 cell lines. Drug 1: CC1=C(C=C(C=C1)NC(=O)C2=CC=C(C=C2)CN3CCN(CC3)C)NC4=NC=CC(=N4)C5=CN=CC=C5. Drug 2: C1CCC(C(C1)N)N.C(=O)(C(=O)[O-])[O-].[Pt+4]. Cell line: OVCAR-5. Synergy scores: CSS=15.2, Synergy_ZIP=-6.16, Synergy_Bliss=1.15, Synergy_Loewe=-7.79, Synergy_HSA=-0.0979.